Dataset: Forward reaction prediction with 1.9M reactions from USPTO patents (1976-2016). Task: Predict the product of the given reaction. (1) Given the reactants [Cl:1][C:2]1[CH:3]=[CH:4][CH:5]=[C:6]2[C:11]=1[N:10]=[N:9][C:8]([C:12]1[CH:17]=[CH:16][CH:15]=[CH:14][CH:13]=1)=[C:7]2[C:18]1[CH:19]=[C:20]([NH2:24])[CH:21]=[CH:22][CH:23]=1.[CH:25]1[C:34]2[C:29](=[CH:30][CH:31]=[CH:32][CH:33]=2)[CH:28]=[CH:27][C:26]=1[CH:35]=O, predict the reaction product. The product is: [Cl:1][C:2]1[CH:3]=[CH:4][CH:5]=[C:6]2[C:11]=1[N:10]=[N:9][C:8]([C:12]1[CH:13]=[CH:14][CH:15]=[CH:16][CH:17]=1)=[C:7]2[C:18]1[CH:19]=[C:20]([NH:24][CH2:35][C:26]2[CH:27]=[CH:28][C:29]3[C:34](=[CH:33][CH:32]=[CH:31][CH:30]=3)[CH:25]=2)[CH:21]=[CH:22][CH:23]=1. (2) Given the reactants [C:1]1([B:7]([OH:9])[OH:8])[CH:6]=[CH:5][CH:4]=[CH:3][CH:2]=1.[N:10]1([C:16]([CH:18]2[CH2:23][CH2:22][NH:21][CH2:20][CH2:19]2)=[O:17])[CH2:15][CH2:14][CH2:13][CH2:12][CH2:11]1.[C:24]([O-])([O-])=O.[K+].[K+], predict the reaction product. The product is: [N:10]1([C:16]([CH:18]2[CH2:19][CH2:20][N:21]([CH2:24][C:4]3[CH:5]=[CH:6][C:1]([B:7]([OH:9])[OH:8])=[CH:2][CH:3]=3)[CH2:22][CH2:23]2)=[O:17])[CH2:15][CH2:14][CH2:13][CH2:12][CH2:11]1.